Dataset: Full USPTO retrosynthesis dataset with 1.9M reactions from patents (1976-2016). Task: Predict the reactants needed to synthesize the given product. (1) The reactants are: [F:1][C:2]([F:11])([F:10])[C:3]1[N:7]=[CH:6][N:5]([CH2:8]O)[N:4]=1.S(Cl)([Cl:14])=O. Given the product [Cl:14][CH2:8][N:5]1[CH:6]=[N:7][C:3]([C:2]([F:11])([F:10])[F:1])=[N:4]1, predict the reactants needed to synthesize it. (2) Given the product [Cl:30][CH2:2][C:3]1[S:7][C:6]([C:8]2[NH:9][C:10]3[C:15]([CH:16]=2)=[C:14]([CH3:17])[CH:13]=[CH:12][C:11]=3[N:18]([CH3:27])[S:19]([C:22]2[S:23][CH:24]=[CH:25][CH:26]=2)(=[O:21])=[O:20])=[N:5][CH:4]=1, predict the reactants needed to synthesize it. The reactants are: O[CH2:2][C:3]1[S:7][C:6]([C:8]2[NH:9][C:10]3[C:15]([CH:16]=2)=[C:14]([CH3:17])[CH:13]=[CH:12][C:11]=3[N:18]([CH3:27])[S:19]([C:22]2[S:23][CH:24]=[CH:25][CH:26]=2)(=[O:21])=[O:20])=[N:5][CH:4]=1.S(Cl)([Cl:30])=O. (3) Given the product [CH3:44][C:45]1[N:50]=[C:49]([C:34]([N:36]2[CH2:37][CH:38]3[CH:42]([CH2:41][N:40]([C:5]4[N:1]=[C:11]([CH3:10])[C:6]([CH3:7])=[C:3]([CH3:62])[N:4]=4)[CH2:39]3)[CH2:43]2)=[O:35])[C:48]([C:54]2[N:55]=[CH:56][CH:57]=[CH:58][N:59]=2)=[CH:47][CH:46]=1, predict the reactants needed to synthesize it. The reactants are: [N:1]1N=[C:3]([C:6]2[CH:11]=[CH:10]C=C[C:7]=2C(N2CC3CN(C(OC(C)(C)C)=O)CC3C2)=O)[NH:4][CH:5]=1.C(O[C:34]([N:36]1[CH2:43][CH:42]2[CH:38]([CH2:39][NH:40][CH2:41]2)[CH2:37]1)=[O:35])(C)(C)C.[CH3:44][C:45]1[N:50]=[C:49](C(O)=O)[C:48]([C:54]2[N:59]=[CH:58][CH:57]=[CH:56][N:55]=2)=[CH:47][CH:46]=1.N1N=[C:62](C2C=CC=CC=2C(O)=O)NC=1. (4) Given the product [Br:15][C:4]1[CH:3]=[C:2]([CH:7]=[C:6]([C:8]2([C:11]([F:14])([F:13])[F:12])[CH2:10][CH2:9]2)[CH:5]=1)[C:22]([O:24][CH3:25])=[O:23], predict the reactants needed to synthesize it. The reactants are: Br[C:2]1[CH:7]=[C:6]([C:8]2([C:11]([F:14])([F:13])[F:12])[CH2:10][CH2:9]2)[CH:5]=[C:4]([Br:15])[CH:3]=1.[Li]CCCC.Cl[C:22]([O:24][CH3:25])=[O:23]. (5) Given the product [Cl:1][C:2]1[N:3]=[CH:4][N:5]([C:7]2[N:8]=[CH:9][C:10]([NH2:13])=[CH:11][CH:12]=2)[CH:6]=1, predict the reactants needed to synthesize it. The reactants are: [Cl:1][C:2]1[N:3]=[CH:4][N:5]([C:7]2[CH:12]=[CH:11][C:10]([N+:13]([O-])=O)=[CH:9][N:8]=2)[CH:6]=1.O.O.[Sn](Cl)Cl. (6) Given the product [C:1]([N:4]1[CH2:8][CH2:7][N:6]([C:9]2[CH:14]=[C:13]([N:38]3[CH2:37][C:36]([CH3:42])([CH3:35])[O:40][C:39]3=[O:41])[CH:12]=[CH:11][C:10]=2[C:16]([N:18]2[CH2:23][CH2:22][N:21]([C:24]3[C:29]([CH3:30])=[CH:28][C:27]([CH:31]4[CH2:33][CH2:32]4)=[CH:26][N:25]=3)[CH2:20][CH2:19]2)=[O:17])[C:5]1=[O:34])(=[O:3])[CH3:2], predict the reactants needed to synthesize it. The reactants are: [C:1]([N:4]1[CH2:8][CH2:7][N:6]([C:9]2[CH:14]=[C:13](Cl)[CH:12]=[CH:11][C:10]=2[C:16]([N:18]2[CH2:23][CH2:22][N:21]([C:24]3[C:29]([CH3:30])=[CH:28][C:27]([CH:31]4[CH2:33][CH2:32]4)=[CH:26][N:25]=3)[CH2:20][CH2:19]2)=[O:17])[C:5]1=[O:34])(=[O:3])[CH3:2].[CH3:35][C:36]1([CH3:42])[O:40][C:39](=[O:41])[N:38]=[CH:37]1. (7) The reactants are: [F:1][C:2]1[CH:11]=[C:10]2[C:5]([C:6](=[O:24])[C:7]([C:19]([O:21]CC)=O)=[CH:8][N:9]2[C:12]2[CH:17]=[CH:16][C:15]([F:18])=[CH:14][CH:13]=2)=[CH:4][C:3]=1[N:25]([CH3:33])[CH2:26][C:27]1[CH:28]=[N:29][CH:30]=[CH:31][CH:32]=1.[Cl-].[NH4+].F[P-](F)(F)(F)(F)F.C[N:44](C(N(C)C)=[N+]1C2C(=NC=CC=2)[N+]([O-])=N1)C.C(N(CC)C(C)C)(C)C. Given the product [F:1][C:2]1[CH:11]=[C:10]2[C:5]([C:6](=[O:24])[C:7]([C:19]([NH2:44])=[O:21])=[CH:8][N:9]2[C:12]2[CH:17]=[CH:16][C:15]([F:18])=[CH:14][CH:13]=2)=[CH:4][C:3]=1[N:25]([CH3:33])[CH2:26][C:27]1[CH:28]=[N:29][CH:30]=[CH:31][CH:32]=1, predict the reactants needed to synthesize it. (8) Given the product [F:1][C:2]([F:19])([F:20])[C:3]([OH:6])([CH2:7][C:8]1([CH3:18])[C:17]2[C:12](=[CH:13][CH:14]=[CH:15][CH:16]=2)[CH2:11][CH2:10][CH2:9]1)[CH:4]=[O:5], predict the reactants needed to synthesize it. The reactants are: [F:1][C:2]([F:20])([F:19])[C:3]([CH2:7][C:8]1([CH3:18])[C:17]2[C:12](=[CH:13][CH:14]=[CH:15][CH:16]=2)[CH2:11][CH2:10][CH2:9]1)([OH:6])[CH2:4][OH:5].C(N(CC)CC)C.[Cl-].[NH4+]. (9) Given the product [C:1]([C:5]1[O:9][N:8]=[C:7]([NH:10][C:11]([C@@H:13]2[CH2:17][CH2:16][CH2:15][N:14]2[S:26]([C:23]2[CH:24]=[CH:25][C:20]([Cl:19])=[CH:21][CH:22]=2)(=[O:28])=[O:27])=[O:12])[CH:6]=1)([CH3:4])([CH3:2])[CH3:3], predict the reactants needed to synthesize it. The reactants are: [C:1]([C:5]1[O:9][N:8]=[C:7]([NH:10][C:11]([C@@H:13]2[CH2:17][CH2:16][CH2:15][NH:14]2)=[O:12])[CH:6]=1)([CH3:4])([CH3:3])[CH3:2].Cl.[Cl:19][C:20]1[CH:25]=[CH:24][C:23]([S:26](Cl)(=[O:28])=[O:27])=[CH:22][CH:21]=1.C(N(CC)CC)C. (10) Given the product [F:31][C:28]1[CH:29]=[CH:30][C:25]([NH:24][C:23]([C:19]2[C:20]3[C:15](=[CH:14][C:13]([O:12][C:10]4[CH:9]=[CH:8][N:7]=[C:6]([CH2:4][OH:3])[N:11]=4)=[CH:22][CH:21]=3)[CH:16]=[CH:17][CH:18]=2)=[O:36])=[CH:26][C:27]=1[C:32]([F:34])([F:33])[F:35], predict the reactants needed to synthesize it. The reactants are: C([O:3][C:4]([C:6]1[N:11]=[C:10]([O:12][C:13]2[CH:22]=[CH:21][C:20]3[C:15](=[CH:16][CH:17]=[CH:18][C:19]=3[C:23](=[O:36])[NH:24][C:25]3[CH:30]=[CH:29][C:28]([F:31])=[C:27]([C:32]([F:35])([F:34])[F:33])[CH:26]=3)[CH:14]=2)[CH:9]=[CH:8][N:7]=1)=O)C.[BH4-].[Na+].